Dataset: Full USPTO retrosynthesis dataset with 1.9M reactions from patents (1976-2016). Task: Predict the reactants needed to synthesize the given product. (1) Given the product [CH3:1][CH:2]([CH2:23][NH:24][CH2:25][C:26]1[CH:31]=[CH:30][CH:29]=[CH:28][C:27]=1[NH2:32])[C:3]([N:5]([CH2:10][C:11]1[CH:21]=[C:20]([Cl:22])[C:14]2[O:15][CH2:16][CH2:17][CH2:18][O:19][C:13]=2[CH:12]=1)[CH2:6][CH:7]([CH3:8])[CH3:9])=[O:4], predict the reactants needed to synthesize it. The reactants are: [CH3:1][CH:2]([CH2:23][NH:24][CH2:25][C:26]1[CH:31]=[CH:30][CH:29]=[CH:28][C:27]=1[N+:32]([O-])=O)[C:3]([N:5]([CH2:10][C:11]1[CH:21]=[C:20]([Cl:22])[C:14]2[O:15][CH2:16][CH2:17][CH2:18][O:19][C:13]=2[CH:12]=1)[CH2:6][CH:7]([CH3:9])[CH3:8])=[O:4].[Cl-].[NH4+]. (2) The reactants are: [CH:1]1([C@@H:7]2[CH2:12][CH2:11][N:10]([C:13]([O:15][CH2:16][C:17]3[CH:22]=[CH:21][CH:20]=[CH:19][CH:18]=3)=[O:14])[CH2:9][C@H:8]2[NH:23][C:24](OC2C=CC([N+]([O-])=O)=CC=2)=[O:25])[CH2:6][CH2:5][CH2:4][CH2:3][CH2:2]1.[Cl:36][C:37]1[C:38]([F:57])=[C:39]([C@:43]([C@@H:51]2[CH2:56][CH2:55][CH2:54][NH:53][CH2:52]2)([OH:50])[CH2:44][CH2:45][CH2:46][CH2:47][O:48][CH3:49])[CH:40]=[CH:41][CH:42]=1.CCN(C(C)C)C(C)C. Given the product [Cl:36][C:37]1[C:38]([F:57])=[C:39]([C@:43]([C@@H:51]2[CH2:56][CH2:55][CH2:54][N:53]([C:24]([NH:23][C@H:8]3[C@H:7]([CH:1]4[CH2:2][CH2:3][CH2:4][CH2:5][CH2:6]4)[CH2:12][CH2:11][N:10]([C:13]([O:15][CH2:16][C:17]4[CH:18]=[CH:19][CH:20]=[CH:21][CH:22]=4)=[O:14])[CH2:9]3)=[O:25])[CH2:52]2)([OH:50])[CH2:44][CH2:45][CH2:46][CH2:47][O:48][CH3:49])[CH:40]=[CH:41][CH:42]=1, predict the reactants needed to synthesize it. (3) Given the product [CH3:1][O:2][C:3]1[CH:4]=[C:5]([CH2:11][CH2:12][NH:13][C:14](=[O:25])[C:15]([C:18]2[CH:23]=[CH:22][C:21]([CH3:24])=[CH:20][CH:19]=2)=[CH:16][O:17][CH:29]([F:31])[F:30])[CH:6]=[CH:7][C:8]=1[O:9][CH3:10], predict the reactants needed to synthesize it. The reactants are: [CH3:1][O:2][C:3]1[CH:4]=[C:5]([CH2:11][CH2:12][NH:13][C:14](=[O:25])[C:15]([C:18]2[CH:23]=[CH:22][C:21]([CH3:24])=[CH:20][CH:19]=2)=[CH:16][OH:17])[CH:6]=[CH:7][C:8]=1[O:9][CH3:10].[OH-].[K+].Cl[CH:29]([F:31])[F:30].